From a dataset of Forward reaction prediction with 1.9M reactions from USPTO patents (1976-2016). Predict the product of the given reaction. (1) Given the reactants [NH2:1][C:2]1[CH:3]=[CH:4][C:5]([F:23])=[C:6]([NH:8][C:9]2[C:14]([Cl:15])=[CH:13][N:12]=[C:11]([NH:16][C:17]3[CH:18]=[N:19][N:20]([CH3:22])[CH:21]=3)[N:10]=2)[CH:7]=1.C=O.[C:26](O)(=O)C.[BH4-].[Na+], predict the reaction product. The product is: [Cl:15][C:14]1[C:9]([NH:8][C:6]2[CH:7]=[C:2]([NH:1][CH3:26])[CH:3]=[CH:4][C:5]=2[F:23])=[N:10][C:11]([NH:16][C:17]2[CH:18]=[N:19][N:20]([CH3:22])[CH:21]=2)=[N:12][CH:13]=1. (2) Given the reactants [CH3:1][N:2]1[CH:6]=[C:5]([C:7]2[C:11]([CH3:12])=[C:10]([NH:13][C:14](=[O:22])OC3C=CC=CC=3)[N:9]([C:23]3[CH:28]=[CH:27][CH:26]=[CH:25][CH:24]=3)[N:8]=2)[CH:4]=[N:3]1.C1(C2C=CC(COC)=CC=2CN)CC1.[CH:43]1([CH:46]([C:48]2[CH:53]=[CH:52][CH:51]=[C:50]([CH2:54][O:55][CH3:56])[CH:49]=2)[NH2:47])[CH2:45][CH2:44]1, predict the reaction product. The product is: [CH:43]1([CH:46]([C:48]2[CH:53]=[CH:52][CH:51]=[C:50]([CH2:54][O:55][CH3:56])[CH:49]=2)[NH:47][C:14]([NH:13][C:10]2[N:9]([C:23]3[CH:24]=[CH:25][CH:26]=[CH:27][CH:28]=3)[N:8]=[C:7]([C:5]3[CH:4]=[N:3][N:2]([CH3:1])[CH:6]=3)[C:11]=2[CH3:12])=[O:22])[CH2:44][CH2:45]1.